Dataset: Forward reaction prediction with 1.9M reactions from USPTO patents (1976-2016). Task: Predict the product of the given reaction. (1) Given the reactants C([O:5][C:6]([CH:8]1[CH:12]([C:13]2[CH:18]=[CH:17][CH:16]=[C:15]([Cl:19])[C:14]=2[F:20])[C:11]([C:23]2[CH:28]=[CH:27][C:26]([Cl:29])=[CH:25][C:24]=2[O:30][CH3:31])([C:21]#[N:22])[CH:10]([CH2:32][C:33]([CH3:36])([CH3:35])[CH3:34])[NH:9]1)=[O:7])(C)(C)C.[F:37][C:38]([F:43])([F:42])[C:39]([OH:41])=[O:40], predict the reaction product. The product is: [F:37][C:38]([F:43])([F:42])[C:39]([OH:41])=[O:40].[Cl:19][C:15]1[C:14]([F:20])=[C:13]([CH:12]2[C:11]([C:23]3[CH:28]=[CH:27][C:26]([Cl:29])=[CH:25][C:24]=3[O:30][CH3:31])([C:21]#[N:22])[CH:10]([CH2:32][C:33]([CH3:34])([CH3:35])[CH3:36])[NH:9][CH:8]2[C:6]([OH:7])=[O:5])[CH:18]=[CH:17][CH:16]=1. (2) Given the reactants [C:1]([N:4]1[CH2:9][CH:8]=[C:7]([C:10]2[C:18]3[S:17][C:16]([NH:19][C:20]([N:22]4[CH2:27][CH2:26][O:25][CH2:24][CH2:23]4)=[O:21])=[N:15][C:14]=3[C:13]([O:28][CH3:29])=[CH:12][CH:11]=2)[CH2:6][CH2:5]1)(=[O:3])[CH3:2], predict the reaction product. The product is: [C:1]([N:4]1[CH2:9][CH2:8][CH:7]([C:10]2[C:18]3[S:17][C:16]([NH:19][C:20]([N:22]4[CH2:27][CH2:26][O:25][CH2:24][CH2:23]4)=[O:21])=[N:15][C:14]=3[C:13]([O:28][CH3:29])=[CH:12][CH:11]=2)[CH2:6][CH2:5]1)(=[O:3])[CH3:2]. (3) Given the reactants [Br-].[CH2:2]([Zn+])[C:3]1[CH:8]=[CH:7][CH:6]=[CH:5][CH:4]=1.C1COCC1.[O:15]1[C:19]2[CH:20]=[CH:21][C:22]([C:24]3([C:27]([NH:29][C:30]4[CH:35]=[N:34][CH:33]=[C:32](Cl)[N:31]=4)=[O:28])[CH2:26][CH2:25]3)=[CH:23][C:18]=2[O:17][CH2:16]1, predict the reaction product. The product is: [O:15]1[C:19]2[CH:20]=[CH:21][C:22]([C:24]3([C:27]([NH:29][C:30]4[CH:35]=[N:34][CH:33]=[C:32]([CH2:2][C:3]5[CH:8]=[CH:7][CH:6]=[CH:5][CH:4]=5)[N:31]=4)=[O:28])[CH2:26][CH2:25]3)=[CH:23][C:18]=2[O:17][CH2:16]1. (4) Given the reactants ClC1C(C(O)=O)=CC=C2C=1C=CN2.C[O:15][C:16]([C:18]1([CH2:24][NH:25][C:26]([C:28]2[C:29]([Cl:37])=[C:30]3[C:34](=[CH:35][CH:36]=2)[NH:33][CH:32]=[CH:31]3)=[O:27])[CH2:23][CH2:22][CH2:21][CH2:20][CH2:19]1)=[O:17], predict the reaction product. The product is: [Cl:37][C:29]1[C:28]([C:26]([NH:25][CH2:24][C:18]2([C:16]([OH:17])=[O:15])[CH2:23][CH2:22][CH2:21][CH2:20][CH2:19]2)=[O:27])=[CH:36][CH:35]=[C:34]2[C:30]=1[CH:31]=[CH:32][NH:33]2. (5) Given the reactants C[O:2][C:3](=[O:21])[CH:4]=[CH:5][C:6]1[C:7]([N:16]([CH2:19][CH3:20])[CH2:17][CH3:18])=[N:8][C:9]([C:12]([F:15])([F:14])[F:13])=[CH:10][CH:11]=1.[Li+].[OH-], predict the reaction product. The product is: [CH2:19]([N:16]([CH2:17][CH3:18])[C:7]1[C:6]([CH:5]=[CH:4][C:3]([OH:21])=[O:2])=[CH:11][CH:10]=[C:9]([C:12]([F:15])([F:13])[F:14])[N:8]=1)[CH3:20]. (6) Given the reactants CC1(C)C(C)(C)OB([C:9]2[CH:10]=[N:11][CH:12]=[C:13]([CH:18]=2)[C:14]([O:16][CH3:17])=[O:15])O1.C(=O)([O-])[O-].[K+].[K+].Br[CH2:27][C:28]1[CH:40]=[CH:39][C:31]([CH2:32][N:33]2[CH:37]=[C:36]([CH3:38])[CH:35]=[N:34]2)=[CH:30][CH:29]=1.C1COCC1, predict the reaction product. The product is: [CH3:17][O:16][C:14](=[O:15])[C:13]1[CH:18]=[C:9]([CH2:27][C:28]2[CH:29]=[CH:30][C:31]([CH2:32][N:33]3[CH:37]=[C:36]([CH3:38])[CH:35]=[N:34]3)=[CH:39][CH:40]=2)[CH:10]=[N:11][CH:12]=1.